This data is from Reaction yield outcomes from USPTO patents with 853,638 reactions. The task is: Predict the reaction yield, written as a fraction of the theoretical maximum amount of product (1.0 means a 100% yield; for example, 0.34 means a 34% yield). (1) The reactants are [NH:1]1[C:5]2[CH:6]=[CH:7][CH:8]=[CH:9][C:4]=2[N:3]=[C:2]1[CH2:10][OH:11].[CH2:12](Br)[CH:13]=[CH2:14].C(N(CC)C(C)C)(C)C. The catalyst is CN(C=O)C. The product is [CH2:14]([N:1]1[C:5]2[CH:6]=[CH:7][CH:8]=[CH:9][C:4]=2[N:3]=[C:2]1[CH2:10][OH:11])[CH:13]=[CH2:12]. The yield is 0.280. (2) The reactants are [I:1][C:2]1[CH:47]=[CH:46][C:5]([CH2:6][N:7]([CH2:20][C:21]2[N:22]([CH2:26][C:27]([N:29]([CH2:38][C:39]([O:41]C(C)(C)C)=[O:40])[CH2:30][C:31]([O:33]C(C)(C)C)=[O:32])=[O:28])[CH:23]=[CH:24][N:25]=2)[CH2:8][CH2:9][C:10]2[CH:15]=[CH:14][C:13]([S:16](=[O:19])(=[O:18])[NH2:17])=[CH:12][CH:11]=2)=[CH:4][CH:3]=1. The catalyst is C(Cl)Cl.C(O)(C(F)(F)F)=O. The product is [I:1][C:2]1[CH:47]=[CH:46][C:5]([CH2:6][N:7]([CH2:20][C:21]2[N:22]([CH2:26][C:27]([N:29]([CH2:30][C:31]([OH:33])=[O:32])[CH2:38][C:39]([OH:41])=[O:40])=[O:28])[CH:23]=[CH:24][N:25]=2)[CH2:8][CH2:9][C:10]2[CH:11]=[CH:12][C:13]([S:16](=[O:19])(=[O:18])[NH2:17])=[CH:14][CH:15]=2)=[CH:4][CH:3]=1. The yield is 0.782. (3) The reactants are C[O-].[K+].C[O:5][C:6](=[O:20])[CH:7]([CH2:16][CH:17]([CH3:19])[CH3:18])[CH2:8][C:9]([O:11][C:12]([CH3:15])([CH3:14])[CH3:13])=[O:10]. The catalyst is CO. The product is [C:12]([O:11][C:9](=[O:10])[CH2:8][CH:7]([CH2:16][CH:17]([CH3:18])[CH3:19])[C:6]([OH:20])=[O:5])([CH3:15])([CH3:14])[CH3:13]. The yield is 0.570. (4) The reactants are Cl[CH2:2][CH2:3][CH2:4][CH2:5][CH:6]([C:15]1[NH:19][N:18]=[C:17]([NH:20][C:21]2[CH:26]=[CH:25][C:24]([N:27]3[CH:31]=[C:30]([Cl:32])[N:29]=[CH:28]3)=[C:23]([O:33][CH3:34])[CH:22]=2)[N:16]=1)[C:7]1[CH:12]=[C:11]([F:13])[CH:10]=[C:9]([F:14])[CH:8]=1.[I-].[Na+]. The catalyst is CC(C)=O. The product is [Cl:32][C:30]1[N:29]=[CH:28][N:27]([C:24]2[CH:25]=[CH:26][C:21]([NH:20][C:17]3[N:16]=[C:15]4[CH:6]([C:7]5[CH:12]=[C:11]([F:13])[CH:10]=[C:9]([F:14])[CH:8]=5)[CH2:5][CH2:4][CH2:3][CH2:2][N:19]4[N:18]=3)=[CH:22][C:23]=2[O:33][CH3:34])[CH:31]=1. The yield is 0.0400.